This data is from Forward reaction prediction with 1.9M reactions from USPTO patents (1976-2016). The task is: Predict the product of the given reaction. (1) Given the reactants [Li]CCCC.Br[C:7]1[CH:12]=[CH:11][C:10]([CH:13]2[CH2:17][CH2:16][CH2:15][N:14]2[CH3:18])=[CH:9][N:8]=1.CN([CH:22]=[O:23])C.[BH4-].[Na+].[NH4+].[Cl-], predict the reaction product. The product is: [CH3:18][N:14]1[CH2:15][CH2:16][CH2:17][CH:13]1[C:10]1[CH:11]=[CH:12][C:7]([CH2:22][OH:23])=[N:8][CH:9]=1. (2) Given the reactants [C:1]([O:5][C:6]([N:8]([CH3:10])[NH2:9])=[O:7])([CH3:4])([CH3:3])[CH3:2].B(O)(O)[C:12]1[C:21]2[C:16](=[CH:17][CH:18]=[CH:19][CH:20]=2)[C:15]([CH3:22])=[CH:14][CH:13]=1.C(N(CC)CC)C, predict the reaction product. The product is: [C:1]([O:5][C:6]([N:8]([CH3:10])[NH:9][C:12]1[C:21]2[C:16](=[CH:17][CH:18]=[CH:19][CH:20]=2)[C:15]([CH3:22])=[CH:14][CH:13]=1)=[O:7])([CH3:4])([CH3:3])[CH3:2]. (3) Given the reactants Cl.[CH3:2][NH:3][CH3:4].C(N(CC)CC)C.[Br:12][C:13]1[CH:14]=[C:15]([S:19](Cl)(=[O:21])=[O:20])[CH:16]=[CH:17][CH:18]=1.C(=O)([O-])O.[Na+], predict the reaction product. The product is: [Br:12][C:13]1[CH:14]=[C:15]([S:19]([N:3]([CH3:4])[CH3:2])(=[O:21])=[O:20])[CH:16]=[CH:17][CH:18]=1. (4) Given the reactants I[C:2]1[CH:7]=[CH:6][N:5]=[C:4]([N:8]2[C:16]3[CH2:15][C@@:14]4([CH3:18])[CH2:17][C@H:13]4[CH2:12][C:11]=3[C:10]([C:19]([NH2:21])=[O:20])=[N:9]2)[CH:3]=1.[C:22]([C@:24]1([OH:31])[CH2:28][CH2:27][N:26]([CH3:29])[C:25]1=[O:30])#[CH:23], predict the reaction product. The product is: [OH:31][C@@:24]1([C:22]#[C:23][C:2]2[CH:7]=[CH:6][N:5]=[C:4]([N:8]3[C:16]4[CH2:15][C@@:14]5([CH3:18])[CH2:17][C@H:13]5[CH2:12][C:11]=4[C:10]([C:19]([NH2:21])=[O:20])=[N:9]3)[CH:3]=2)[CH2:28][CH2:27][N:26]([CH3:29])[C:25]1=[O:30]. (5) Given the reactants [CH3:1][C:2]1[CH:3]=[C:4]([CH:24]=[CH:25][C:26]=1[C:27]1[NH:31][C:30](=[O:32])[O:29][N:28]=1)[O:5][CH2:6][C:7]1[S:11][C:10]([C:12]2[CH:17]=[CH:16][C:15]([C:18]([F:21])([F:20])[F:19])=[CH:14][CH:13]=2)=[N:9][C:8]=1[CH:22]=O.[CH2:33]([NH2:36])[CH2:34][CH3:35].C(N(CC)CC)C.[BH4-].[Na+], predict the reaction product. The product is: [CH3:1][C:2]1[CH:3]=[C:4]([O:5][CH2:6][C:7]2[S:11][C:10]([C:12]3[CH:17]=[CH:16][C:15]([C:18]([F:21])([F:20])[F:19])=[CH:14][CH:13]=3)=[N:9][C:8]=2[CH2:22][NH:36][CH2:33][CH2:34][CH3:35])[CH:24]=[CH:25][C:26]=1[C:27]1[NH:31][C:30](=[O:32])[O:29][N:28]=1.